Dataset: Reaction yield outcomes from USPTO patents with 853,638 reactions. Task: Predict the reaction yield, written as a fraction of the theoretical maximum amount of product (1.0 means a 100% yield; for example, 0.34 means a 34% yield). (1) The reactants are [N:1]1([C:7]([O:9][C:10]([CH3:13])([CH3:12])[CH3:11])=[O:8])[CH2:6][CH2:5][NH:4][CH2:3][CH2:2]1.[N:14]1([C:19](N2C=CN=C2)=[S:20])C=CN=C1.O.[NH2:27]N. The catalyst is C1COCC1. The product is [NH:14]([C:19]([N:4]1[CH2:5][CH2:6][N:1]([C:7]([O:9][C:10]([CH3:13])([CH3:12])[CH3:11])=[O:8])[CH2:2][CH2:3]1)=[S:20])[NH2:27]. The yield is 0.850. (2) The reactants are N1C=CC=CC=1.[CH3:7][S:8](Cl)(=[O:10])=[O:9].[F:12][C:13]1[CH:23]=[CH:22][C:16]([O:17][CH2:18][CH2:19][CH2:20][NH2:21])=[C:15]([N+:24]([O-:26])=[O:25])[CH:14]=1.Cl. The catalyst is O.ClCCl. The product is [F:12][C:13]1[CH:23]=[CH:22][C:16]([O:17][CH2:18][CH2:19][CH2:20][NH:21][S:8]([CH3:7])(=[O:10])=[O:9])=[C:15]([N+:24]([O-:26])=[O:25])[CH:14]=1. The yield is 0.440. (3) The reactants are [C:1]([C:4]1[CH:13]=[CH:12][C:7]([C:8]([O:10][CH3:11])=[O:9])=[CH:6][CH:5]=1)(=[O:3])[CH3:2].[F:14][C:15]([Si](C)(C)C)([F:20])[C:16]([F:19])([F:18])[F:17].[F-].C([N+](CCCC)(CCCC)CCCC)CCC.Cl. The catalyst is O1CCCC1. The product is [F:14][C:15]([F:20])([C:16]([F:19])([F:18])[F:17])[C:1]([C:4]1[CH:13]=[CH:12][C:7]([C:8]([O:10][CH3:11])=[O:9])=[CH:6][CH:5]=1)([OH:3])[CH3:2]. The yield is 0.670. (4) The reactants are [CH3:1][O:2][C:3]1[CH:4]=[C:5]([C:10](=O)[CH2:11][C:12]2[CH:17]=[CH:16][N:15]=[C:14]([S:18][CH3:19])[N:13]=2)[CH:6]=[C:7]([CH3:9])[CH:8]=1.COC(OC)[N:24]([CH3:26])C.O.[NH2:30]N. No catalyst specified. The product is [CH3:1][O:2][C:3]1[CH:4]=[C:5]([C:10]2[C:11]([C:12]3[CH:17]=[CH:16][N:15]=[C:14]([S:18][CH3:19])[N:13]=3)=[CH:26][NH:24][N:30]=2)[CH:6]=[C:7]([CH3:9])[CH:8]=1. The yield is 0.786. (5) The reactants are [CH3:1][N:2]([CH2:4][C@@H:5]1[CH2:9][CH2:8][N:7]([C:10]([NH:12][C:13]2[CH:18]=[C:17]([O:19][C:20]3[CH:25]=[CH:24][C:23]([N+:26]([O-])=O)=[CH:22][C:21]=3[F:29])[N:16]=[CH:15][N:14]=2)=[O:11])[CH2:6]1)[CH3:3]. The catalyst is O1CCCC1.[OH-].[Pd+2].[OH-].[C]. The product is [NH2:26][C:23]1[CH:24]=[CH:25][C:20]([O:19][C:17]2[CH:18]=[C:13]([NH:12][C:10]([N:7]3[CH2:8][CH2:9][C@@H:5]([CH2:4][N:2]([CH3:3])[CH3:1])[CH2:6]3)=[O:11])[N:14]=[CH:15][N:16]=2)=[C:21]([F:29])[CH:22]=1. The yield is 0.910. (6) The reactants are [F:1][C:2]1[CH:3]=[C:4]2[C:10]3([CH2:15][CH2:14][NH:13][CH2:12][CH2:11]3)[C:9](=[O:16])[N:8]([CH3:17])[C:5]2=[CH:6][CH:7]=1.[Cl:18][C:19]1[CH:28]=[CH:27][C:26]([OH:29])=[C:25]2[C:20]=1[CH2:21][CH:22]([CH:37]=O)[N:23](C(OC(C)(C)C)=O)[CH2:24]2. No catalyst specified. The product is [Cl:18][C:19]1[CH:28]=[CH:27][C:26]([OH:29])=[C:25]2[C:20]=1[CH2:21][CH:22]([CH2:37][N:13]1[CH2:12][CH2:11][C:10]3([C:4]4[C:5](=[CH:6][CH:7]=[C:2]([F:1])[CH:3]=4)[N:8]([CH3:17])[C:9]3=[O:16])[CH2:15][CH2:14]1)[NH:23][CH2:24]2. The yield is 0.212. (7) The reactants are [C:1]([C:5]1[CH:23]=[C:8]2[N:9]=[C:10]([CH3:22])[C:11]([CH:14]([CH2:19][CH2:20][CH3:21])[C:15]([O:17][CH3:18])=[O:16])=[C:12](Cl)[N:7]2[N:6]=1)([CH3:4])([CH3:3])[CH3:2].CC1(C)C(C)(C)OB([C:32]2[CH:33]=[CH:34][C:35]3[O:39][CH:38]=[CH:37][C:36]=3[CH:40]=2)O1.C(N(C(C)C)CC)(C)C. The yield is 0.920. The catalyst is COCCOC.O. The product is [C:1]([C:5]1[CH:23]=[C:8]2[N:9]=[C:10]([CH3:22])[C:11]([CH:14]([CH2:19][CH2:20][CH3:21])[C:15]([O:17][CH3:18])=[O:16])=[C:12]([C:32]3[CH:33]=[CH:34][C:35]4[O:39][CH:38]=[CH:37][C:36]=4[CH:40]=3)[N:7]2[N:6]=1)([CH3:4])([CH3:3])[CH3:2]. (8) The reactants are [Cl:1][C:2]1[CH:7]=[CH:6][C:5]([S:8]([C:11]2[C:12]([C:38]#[N:39])=[C:13]([C:27]3[CH:32]=[CH:31][N+:30]([O-:33])=[C:29]([NH:34][C:35](=[O:37])[CH3:36])[CH:28]=3)[S:14][C:15]=2[C:16]2[N:20]=[CH:19][N:18](C3CCCCO3)[N:17]=2)(=[O:10])=[O:9])=[CH:4][CH:3]=1.FC(F)(F)C(O)=O. No catalyst specified. The product is [Cl:1][C:2]1[CH:7]=[CH:6][C:5]([S:8]([C:11]2[C:12]([C:38]#[N:39])=[C:13]([C:27]3[CH:32]=[CH:31][N+:30]([O-:33])=[C:29]([NH:34][C:35](=[O:37])[CH3:36])[CH:28]=3)[S:14][C:15]=2[C:16]2[NH:20][CH:19]=[N:18][N:17]=2)(=[O:10])=[O:9])=[CH:4][CH:3]=1. The yield is 0.663. (9) The reactants are [NH2:1][C:2]1[CH:3]=[C:4]([CH:25]=[CH:26][CH:27]=1)[O:5][C:6]1[CH:14]=[C:13]([F:15])[CH:12]=[C:11]([NH:16][C:17]2[CH:22]=[CH:21][C:20]([I:23])=[CH:19][C:18]=2[F:24])[C:7]=1[C:8]([NH2:10])=[O:9].C(N(CC)CC)C.[CH2:35]([S:37](Cl)(=[O:39])=[O:38])[CH3:36]. The catalyst is C1COCC1.C(OCC)(=O)C. The product is [CH2:35]([S:37]([NH:1][C:2]1[CH:3]=[C:4]([CH:25]=[CH:26][CH:27]=1)[O:5][C:6]1[CH:14]=[C:13]([F:15])[CH:12]=[C:11]([NH:16][C:17]2[CH:22]=[CH:21][C:20]([I:23])=[CH:19][C:18]=2[F:24])[C:7]=1[C:8]([NH2:10])=[O:9])(=[O:39])=[O:38])[CH3:36]. The yield is 0.480. (10) The reactants are Cl.Cl.C(O[C:6]([C:8]1[CH:9]=[C:10]2[C:14](=[CH:15][CH:16]=1)[NH:13][N:12]=[C:11]2[C:17]1[CH:26]=[CH:25][C:24]2[C:19](=[CH:20][CH:21]=[C:22]([O:27][CH3:28])[CH:23]=2)[CH:18]=1)=[NH:7])C.[CH:29]1([C:34]([NH:36][NH2:37])=O)[CH2:33][CH2:32][CH2:31][CH2:30]1.C(N(CC)CC)C. The catalyst is CO. The product is [CH:29]1([C:34]2[NH:36][N:37]=[C:6]([C:8]3[CH:9]=[C:10]4[C:14](=[CH:15][CH:16]=3)[NH:13][N:12]=[C:11]4[C:17]3[CH:26]=[CH:25][C:24]4[C:19](=[CH:20][CH:21]=[C:22]([O:27][CH3:28])[CH:23]=4)[CH:18]=3)[N:7]=2)[CH2:33][CH2:32][CH2:31][CH2:30]1. The yield is 0.600.